From a dataset of Forward reaction prediction with 1.9M reactions from USPTO patents (1976-2016). Predict the product of the given reaction. (1) Given the reactants C[Si]([C:5]#[CH:6])(C)C.CCCCCC.C([Li])CCC.[N:18]12[CH2:27][CH:22]3[CH2:23][CH:24]([CH2:26][CH:20]([C:21]3=[O:28])[CH2:19]1)[CH2:25]2, predict the reaction product. The product is: [C:22]([C:21]1([OH:28])[CH:20]2[CH2:19][N:18]3[CH2:25][CH:24]([CH2:5][CH:6]1[CH2:27]3)[CH2:26]2)#[CH:23]. (2) Given the reactants [OH:1][C:2]1[CH:7]=[CH:6][C:5]([CH2:8][CH2:9][CH2:10][CH2:11][C:12]([OH:14])=O)=[CH:4][CH:3]=1.OC1C=CC(SCCC[C:26]([N:28]([CH2:30][C:31]2[CH:36]=[CH:35][CH:34]=[CH:33][C:32]=2[O:37][CH:38]([CH3:40])[CH3:39])C)=O)=CC=1, predict the reaction product. The product is: [OH:1][C:2]1[CH:3]=[CH:4][C:5]([CH2:8][CH2:9][CH2:10][CH2:11][C:12]([N:28]([CH2:30][C:31]2[CH:36]=[CH:35][CH:34]=[CH:33][C:32]=2[O:37][CH:38]([CH3:40])[CH3:39])[CH3:26])=[O:14])=[CH:6][CH:7]=1. (3) Given the reactants CO[C:3](=[O:33])[CH2:4][N:5]1[CH:9]=[C:8]([C:10]2[CH:15]=[CH:14][C:13]([Cl:16])=[CH:12][C:11]=2[Cl:17])[N:7]=[C:6]1/[CH:18]=[CH:19]/[C:20]1[CH:25]=[CH:24][C:23]([C:26]2[CH:31]=[CH:30][C:29]([OH:32])=[CH:28][CH:27]=2)=[CH:22][CH:21]=1.[CH3:34][O:35][C:36]1[CH:43]=[CH:42][C:39]([CH2:40][NH2:41])=[CH:38][CH:37]=1, predict the reaction product. The product is: [Cl:17][C:11]1[CH:12]=[C:13]([Cl:16])[CH:14]=[CH:15][C:10]=1[C:8]1[N:7]=[C:6](/[CH:18]=[CH:19]/[C:20]2[CH:21]=[CH:22][C:23]([C:26]3[CH:27]=[CH:28][C:29]([OH:32])=[CH:30][CH:31]=3)=[CH:24][CH:25]=2)[N:5]([CH2:4][C:3]([NH:41][CH2:40][C:39]2[CH:42]=[CH:43][C:36]([O:35][CH3:34])=[CH:37][CH:38]=2)=[O:33])[CH:9]=1.